Dataset: Forward reaction prediction with 1.9M reactions from USPTO patents (1976-2016). Task: Predict the product of the given reaction. Given the reactants [C:1]([O:5][C@@H:6]([C:12]1[C:21]([CH3:22])=[CH:20][C:19]2[C:14](=[CH:15][CH:16]=[C:17](OS(C(F)(F)F)(=O)=O)[CH:18]=2)[C:13]=1[C:31]1[CH:36]=[CH:35][C:34]([Cl:37])=[CH:33][CH:32]=1)[C:7]([O:9][CH2:10][CH3:11])=[O:8])([CH3:4])([CH3:3])[CH3:2].[N:38]1[CH:43]=[CH:42][C:41](B(O)O)=[CH:40][CH:39]=1.C([O-])([O-])=O.[K+].[K+], predict the reaction product. The product is: [C:1]([O:5][C@@H:6]([C:12]1[C:21]([CH3:22])=[CH:20][C:19]2[C:14](=[CH:15][CH:16]=[C:17]([C:41]3[CH:42]=[CH:43][N:38]=[CH:39][CH:40]=3)[CH:18]=2)[C:13]=1[C:31]1[CH:36]=[CH:35][C:34]([Cl:37])=[CH:33][CH:32]=1)[C:7]([O:9][CH2:10][CH3:11])=[O:8])([CH3:2])([CH3:3])[CH3:4].